This data is from Forward reaction prediction with 1.9M reactions from USPTO patents (1976-2016). The task is: Predict the product of the given reaction. (1) The product is: [OH:30][C@@H:9]1[CH2:1][CH2:2][N:3]([C:4]2[CH:5]=[CH:28][CH:27]=[CH:26][CH:6]=2)[C:7]1=[O:11]. Given the reactants [CH3:1][CH2:2][N:3]([CH:7]([CH3:9])C)[CH:4]([CH3:6])[CH3:5].S(OS(C(F)(F)F)(=O)=O)(C(F)(F)F)(=O)=[O:11].N1C[CH2:28][CH2:27][CH2:26]1.[OH2:30], predict the reaction product. (2) Given the reactants C(COCC(CNC1C=C2C(=CC=1)N(CCCS([O-])(=O)=O)/C(=C\C=C\C=C1/S(=O)(=O)C3C=CC=CC=3C/1=O)/C2(C)C)=O)(O)=O.[Na+].[C:46]([CH2:49][O:50][CH2:51][C:52]([N:54]([CH3:87])[C:55]1[CH:86]=[CH:85][C:58]2[N:59]([CH2:78][CH2:79][CH2:80][S:81]([O-:84])(=[O:83])=[O:82])/[C:60](=[CH:62]/C=C/C=C3\S(=O)(=O)C4C=CC=CC=4C\3=O)/[S:61][C:57]=2[CH:56]=1)=[O:53])([OH:48])=[O:47].[Na+].C([O-])(=O)C.[Na+], predict the reaction product. The product is: [C:46]([CH2:49][O:50][CH2:51][C:52]([N:54]([CH3:87])[C:55]1[CH:86]=[CH:85][C:58]2[N+:59]([CH2:78][CH2:79][CH2:80][S:81]([O-:84])(=[O:82])=[O:83])=[C:60]([CH3:62])[S:61][C:57]=2[CH:56]=1)=[O:53])([OH:48])=[O:47]. (3) Given the reactants [H-].[Al+3].[Li+].[H-].[H-].[H-].C[C:8]1[C:13]([C:14]([O:16]C)=O)=[CH:12][N:11]=[CH:10][CH:9]=1.O1CCC[CH2:19]1, predict the reaction product. The product is: [CH3:19][C:10]1[N:11]=[CH:12][C:13]([CH2:14][OH:16])=[CH:8][CH:9]=1.